From a dataset of Peptide-MHC class I binding affinity with 185,985 pairs from IEDB/IMGT. Regression. Given a peptide amino acid sequence and an MHC pseudo amino acid sequence, predict their binding affinity value. This is MHC class I binding data. (1) The peptide sequence is RSTIFDIVSK. The MHC is HLA-A11:01 with pseudo-sequence HLA-A11:01. The binding affinity (normalized) is 0.937. (2) The peptide sequence is VLKEGSEYRV. The MHC is HLA-A02:06 with pseudo-sequence HLA-A02:06. The binding affinity (normalized) is 0.294. (3) The peptide sequence is YVIEPAAGL. The MHC is HLA-A02:01 with pseudo-sequence HLA-A02:01. The binding affinity (normalized) is 0.763. (4) The peptide sequence is ARADGILRF. The MHC is HLA-B27:05 with pseudo-sequence HLA-B27:05. The binding affinity (normalized) is 0.510. (5) The peptide sequence is LREPSGSDI. The MHC is HLA-B27:05 with pseudo-sequence HLA-B27:05. The binding affinity (normalized) is 0.0756. (6) The peptide sequence is LIAATAITH. The MHC is HLA-A03:01 with pseudo-sequence HLA-A03:01. The binding affinity (normalized) is 0.484. (7) The peptide sequence is LTPLCIAM. The MHC is Mamu-A01 with pseudo-sequence Mamu-A01. The binding affinity (normalized) is 0.708. (8) The peptide sequence is LEENMEVEI. The MHC is HLA-B40:01 with pseudo-sequence HLA-B40:01. The binding affinity (normalized) is 0.592. (9) The peptide sequence is RTYSDPLALR. The MHC is HLA-A68:01 with pseudo-sequence HLA-A68:01. The binding affinity (normalized) is 0.728.